This data is from Forward reaction prediction with 1.9M reactions from USPTO patents (1976-2016). The task is: Predict the product of the given reaction. Given the reactants Br[C:2]1[C:7]([OH:8])=[CH:6][CH:5]=[CH:4][N:3]=1.[NH:9]1[CH2:13][CH2:12][CH2:11][CH2:10]1.Cl, predict the reaction product. The product is: [N:9]1([C:2]2[C:7]([OH:8])=[CH:6][CH:5]=[CH:4][N:3]=2)[CH2:13][CH2:12][CH2:11][CH2:10]1.